This data is from Full USPTO retrosynthesis dataset with 1.9M reactions from patents (1976-2016). The task is: Predict the reactants needed to synthesize the given product. Given the product [F:1][C:2]1[CH:10]=[C:9]2[C:5]([C:6]([C:20]3[CH:29]=[CH:28][C:23]4[N:24]([CH2:37][CH2:38][C:39]([NH2:41])=[O:40])[C:25](=[O:27])[O:26][C:22]=4[CH:21]=3)=[CH:7][N:8]2[S:11]([C:14]2[CH:15]=[CH:16][CH:17]=[CH:18][CH:19]=2)(=[O:13])=[O:12])=[CH:4][CH:3]=1, predict the reactants needed to synthesize it. The reactants are: [F:1][C:2]1[CH:10]=[C:9]2[C:5]([C:6]([C:20]3[CH:29]=[CH:28][C:23]4[NH:24][C:25](=[O:27])[O:26][C:22]=4[CH:21]=3)=[CH:7][N:8]2[S:11]([C:14]2[CH:19]=[CH:18][CH:17]=[CH:16][CH:15]=2)(=[O:13])=[O:12])=[CH:4][CH:3]=1.C([O-])([O-])=O.[K+].[K+].Br[CH2:37][CH2:38][C:39]([NH2:41])=[O:40].